This data is from Reaction yield outcomes from USPTO patents with 853,638 reactions. The task is: Predict the reaction yield, written as a fraction of the theoretical maximum amount of product (1.0 means a 100% yield; for example, 0.34 means a 34% yield). (1) The reactants are [Cl:1][C:2]1[N:11]=[C:10]([C:12]([O:14][CH2:15][CH3:16])=C)[C:9]2[C:4](=[CH:5][C:6]([F:17])=[CH:7][CH:8]=2)[N:3]=1.[Mn]([O-])(=O)(=O)=[O:19].[K+]. No catalyst specified. The product is [Cl:1][C:2]1[N:11]=[C:10]([C:12]([O:14][CH2:15][CH3:16])=[O:19])[C:9]2[C:4](=[CH:5][C:6]([F:17])=[CH:7][CH:8]=2)[N:3]=1. The yield is 0.670. (2) The reactants are [NH2:1][C:2]1[S:3][C:4]2[CH:10]=[CH:9][CH:8]=[C:7]([O:11][CH3:12])[C:5]=2[N:6]=1.[OH:13][C:14]1[N:19]=[C:18]([C:20](Cl)=[O:21])[CH:17]=[CH:16][CH:15]=1. No catalyst specified. The product is [CH3:12][O:11][C:7]1[C:5]2[N:6]=[C:2]([NH:1][C:20]([C:18]3[CH:17]=[CH:16][CH:15]=[C:14]([OH:13])[N:19]=3)=[O:21])[S:3][C:4]=2[CH:10]=[CH:9][CH:8]=1. The yield is 0.0500. (3) The reactants are Br[CH2:2][C:3]1[N:13]([CH2:14][C:15]([CH3:18])([CH3:17])[CH3:16])[C:6]2[N:7]=[C:8]([C:11]#[N:12])[N:9]=[CH:10][C:5]=2[CH:4]=1.[C:19]([O:23][C:24]([N:26]1[CH2:37][CH2:36][C:29]2([C:33](=[O:34])[NH:32][C:31](=[O:35])[CH2:30]2)[CH2:28][CH2:27]1)=[O:25])([CH3:22])([CH3:21])[CH3:20].C(=O)([O-])[O-].[K+].[K+]. The catalyst is CN(C=O)C. The product is [C:19]([O:23][C:24]([N:26]1[CH2:27][CH2:28][C:29]2([C:33](=[O:34])[N:32]([CH2:2][C:3]3[N:13]([CH2:14][C:15]([CH3:18])([CH3:17])[CH3:16])[C:6]4[N:7]=[C:8]([C:11]#[N:12])[N:9]=[CH:10][C:5]=4[CH:4]=3)[C:31](=[O:35])[CH2:30]2)[CH2:36][CH2:37]1)=[O:25])([CH3:22])([CH3:20])[CH3:21]. The yield is 0.970. (4) The reactants are [C:1]([O:5][C:6](=[O:29])[C:7]([O:10]/[N:11]=[C:12](/[C:16]1[N:17]=[C:18]([NH:21][C:22]([O:24][C:25]([CH3:28])([CH3:27])[CH3:26])=[O:23])[S:19][CH:20]=1)\[C:13]([OH:15])=O)([CH3:9])[CH3:8])([CH3:4])([CH3:3])[CH3:2].CC[N:32]([CH:36](C)C)[CH:33](C)C.CN(C(O[N:47]1[N:55]=NC2C=CC=N[C:48]1=2)=[N+](C)C)C.F[P-](F)(F)(F)(F)F.[NH2:63][CH:64]1[CH2:67][NH:66][C:65]1=[O:68]. The catalyst is C(Cl)Cl.CN(C=O)C.O.C(Cl)Cl. The product is [N:47]1([CH2:48][C@@H:67]2[C@H:64]([NH:63][C:13](=[O:15])/[C:12](=[N:11]\[O:10][C:7]([CH3:8])([CH3:9])[C:6]([O:5][C:1]([CH3:3])([CH3:4])[CH3:2])=[O:29])/[C:16]3[N:17]=[C:18]([NH:21][C:22]([O:24][C:25]([CH3:28])([CH3:27])[CH3:26])=[O:23])[S:19][CH:20]=3)[C:65](=[O:68])[NH:66]2)[CH:36]=[N:32][CH:33]=[N:55]1. The yield is 0.650. (5) The reactants are [C:1]([NH:4][C@H:5]([C:8]([OH:10])=[O:9])[CH2:6][SH:7])(=[O:3])[CH3:2].C(O)(=O)C.ClN1C(=O)CCC1=O.[C:23]([NH:26][CH:27]([CH2:41][SH:42])[C:28]([O:30][C:31]1[CH:36]=[CH:35][C:34]([NH:37][C:38](=[O:40])[CH3:39])=[CH:33][CH:32]=1)=[O:29])(=[O:25])[CH3:24]. The catalyst is C(Cl)Cl. The product is [C:1]([NH:4][CH:5]([CH2:6][S:7][S:42][CH2:41][CH:27]([NH:26][C:23](=[O:25])[CH3:24])[C:28]([O:30][C:31]1[CH:32]=[CH:33][C:34]([NH:37][C:38](=[O:40])[CH3:39])=[CH:35][CH:36]=1)=[O:29])[C:8]([OH:10])=[O:9])(=[O:3])[CH3:2]. The yield is 0.100.